This data is from Reaction yield outcomes from USPTO patents with 853,638 reactions. The task is: Predict the reaction yield, written as a fraction of the theoretical maximum amount of product (1.0 means a 100% yield; for example, 0.34 means a 34% yield). (1) The reactants are [CH3:1][C@@:2]12[O:14][CH2:13][C:12]3[C:11](OS(C(F)(F)F)(=O)=O)=[CH:10][CH:9]=[CH:8][C:7]=3[C@@H:6]1[CH2:5][N:4]([C:23]([O:25][C:26]([CH3:29])([CH3:28])[CH3:27])=[O:24])[CH2:3]2.C1C=CC(P(C2C(C3C(P(C4C=CC=CC=4)C4C=CC=CC=4)=CC=C4C=3C=CC=C4)=C3C(C=CC=C3)=CC=2)C2C=CC=CC=2)=CC=1.[CH3:76][S-:77].[Na+]. The catalyst is C1(C)C=CC=CC=1.C([O-])(=O)C.[Pd+2].C([O-])(=O)C. The product is [CH3:1][C@@:2]12[O:14][CH2:13][C:12]3[C:11]([S:77][CH3:76])=[CH:10][CH:9]=[CH:8][C:7]=3[C@@H:6]1[CH2:5][N:4]([C:23]([O:25][C:26]([CH3:29])([CH3:28])[CH3:27])=[O:24])[CH2:3]2. The yield is 0.510. (2) The reactants are [N:1]1[CH:6]=[CH:5][CH:4]=[CH:3][C:2]=1[NH:7][C:8](=[O:14])[O:9][C:10]([CH3:13])([CH3:12])[CH3:11].ClC1C=CC=C(C(OO)=[O:23])C=1. The catalyst is C(OCC)(=O)C. The product is [N:1]1[CH:6]=[CH:5][CH:4]=[CH:3][C:2]=1[NH+:7]([O-:23])[C:8](=[O:14])[O:9][C:10]([CH3:11])([CH3:13])[CH3:12]. The yield is 0.950. (3) The reactants are [NH2:1][C:2]1[S:3][C:4]([C:12]2[CH:13]=[CH:14][C:15](Cl)=[N:16][CH:17]=2)=[C:5]([C:7]2[O:8][CH:9]=[CH:10][CH:11]=2)[N:6]=1.[CH3:19][OH:20].C[O-].[Na+]. The catalyst is O1CCOCC1. The product is [NH2:1][C:2]1[S:3][C:4]([C:12]2[CH:13]=[CH:14][C:15]([O:20][CH3:19])=[N:16][CH:17]=2)=[C:5]([C:7]2[O:8][CH:9]=[CH:10][CH:11]=2)[N:6]=1. The yield is 0.600. (4) The reactants are [C:1]([O:4][CH2:5][C:6]([CH3:36])([CH3:35])[CH2:7][N:8]1[C:14]2[CH:15]=[CH:16][C:17]([Cl:19])=[CH:18][C:13]=2[C@@H:12]([C:20]2[CH:25]=[CH:24][CH:23]=[C:22]([O:26][CH3:27])[C:21]=2[O:28][CH3:29])[O:11][C@H:10]([CH2:30][C:31](O)=[O:32])[C:9]1=[O:34])(=[O:3])[CH3:2].C(N(CC)CC)C.ClC(OCC(C)C)=O.Cl.[NH2:53][C:54]1[CH:55]=[C:56]([CH2:68][CH2:69][CH3:70])[C:57]2[O:61][C:60]([C:62]([O:64][CH2:65][CH3:66])=[O:63])=[CH:59][C:58]=2[CH:67]=1.N1C=CC=CC=1. The catalyst is CN(C)C=O.O. The product is [C:1]([O:4][CH2:5][C:6]([CH3:36])([CH3:35])[CH2:7][N:8]1[C:14]2[CH:15]=[CH:16][C:17]([Cl:19])=[CH:18][C:13]=2[C@@H:12]([C:20]2[CH:25]=[CH:24][CH:23]=[C:22]([O:26][CH3:27])[C:21]=2[O:28][CH3:29])[O:11][C@H:10]([CH2:30][C:31]([NH:53][C:54]2[CH:55]=[C:56]([CH2:68][CH2:69][CH3:70])[C:57]3[O:61][C:60]([C:62]([O:64][CH2:65][CH3:66])=[O:63])=[CH:59][C:58]=3[CH:67]=2)=[O:32])[C:9]1=[O:34])(=[O:3])[CH3:2]. The yield is 0.923.